From a dataset of Peptide-MHC class I binding affinity with 185,985 pairs from IEDB/IMGT. Regression. Given a peptide amino acid sequence and an MHC pseudo amino acid sequence, predict their binding affinity value. This is MHC class I binding data. The peptide sequence is YSQESPQSY. The MHC is HLA-A01:01 with pseudo-sequence HLA-A01:01. The binding affinity (normalized) is 0.954.